Dataset: Full USPTO retrosynthesis dataset with 1.9M reactions from patents (1976-2016). Task: Predict the reactants needed to synthesize the given product. Given the product [CH:38]1([C:36]2[CH:11]([C:10]3[CH:13]=[C:14]([N+:17]([O-:19])=[O:18])[C:15]([OH:16])=[C:8]([O:7][CH2:5][CH3:6])[CH:9]=3)[NH:1][C:2](=[O:3])[NH:4][C:35]=2[C:29]2[CH:30]=[CH:31][CH:32]=[CH:33][CH:34]=2)[CH2:43][CH2:42][CH2:41][CH2:40][CH2:39]1, predict the reactants needed to synthesize it. The reactants are: [NH2:1][C:2]([NH2:4])=[O:3].[CH2:5]([O:7][C:8]1[CH:9]=[C:10]([CH:13]=[C:14]([N+:17]([O-:19])=[O:18])[C:15]=1[OH:16])[CH:11]=O)[CH3:6].B(F)(F)F.CCOCC.[CH:29]1([CH2:35][C:36]([C:38]2[CH:43]=[CH:42][CH:41]=[CH:40][CH:39]=2)=O)[CH2:34][CH2:33][CH2:32][CH2:31][CH2:30]1.